This data is from Forward reaction prediction with 1.9M reactions from USPTO patents (1976-2016). The task is: Predict the product of the given reaction. (1) Given the reactants C[O:2][C:3]12[CH2:10][CH2:9][C:6]([CH2:11][CH2:12][C:13]([O:15][CH3:16])=[O:14])([CH2:7][CH2:8]1)[CH2:5][CH2:4]2.COC12CCC(/C=C/C(OC)=O)(CC1)CC2.OC12CCC(/C=C/C(OC)=O)(CC1)CC2, predict the reaction product. The product is: [OH:2][C:3]12[CH2:8][CH2:7][C:6]([CH2:11][CH2:12][C:13]([O:15][CH3:16])=[O:14])([CH2:5][CH2:4]1)[CH2:9][CH2:10]2. (2) Given the reactants [CH3:1][O:2][C:3]1[CH:12]=[C:11]2[C:6]([CH:7]=[CH:8][C:9]([NH2:13])=[CH:10]2)=[CH:5][CH:4]=1.C(=O)([O-])[O-].[Na+].[Na+].[I:20]I, predict the reaction product. The product is: [I:20][C:10]1[C:11]2[C:6](=[CH:5][CH:4]=[C:3]([O:2][CH3:1])[CH:12]=2)[CH:7]=[CH:8][C:9]=1[NH2:13]. (3) Given the reactants C1(NC2N=C(C3C=CC=CN=3)C=C(C3C=NC=C(C#CCN4CCN(C(C)C)CC4)C=3)C=2)CC1.Br[C:36]1[CH:37]=[C:38]([C:42]2[CH:47]=[C:46]([NH:48][CH:49]([CH3:51])[CH3:50])[N:45]=[C:44]([C:52]3[CH:57]=[CH:56][CH:55]=[CH:54][N:53]=3)[CH:43]=2)[CH:39]=[N:40][CH:41]=1.C(N1CCN(CC#C)CC1)(C)C.[C:70]([N:74]1[CH2:79][CH2:78][N:77]([CH2:80][C:81]#[CH:82])[CH2:76][CH2:75]1)([CH3:73])([CH3:72])[CH3:71], predict the reaction product. The product is: [C:70]([N:74]1[CH2:75][CH2:76][N:77]([CH2:80][C:81]#[C:82][C:36]2[CH:37]=[C:38]([C:42]3[CH:47]=[C:46]([NH:48][CH:49]([CH3:51])[CH3:50])[N:45]=[C:44]([C:52]4[CH:57]=[CH:56][CH:55]=[CH:54][N:53]=4)[CH:43]=3)[CH:39]=[N:40][CH:41]=2)[CH2:78][CH2:79]1)([CH3:73])([CH3:72])[CH3:71]. (4) Given the reactants C([O:3][C:4](=O)[C:5]1[CH:10]=[CH:9][C:8]([Br:11])=[C:7]([O:12][CH2:13][CH3:14])[CH:6]=1)C.[BH4-].[Li+], predict the reaction product. The product is: [Br:11][C:8]1[CH:9]=[CH:10][C:5]([CH2:4][OH:3])=[CH:6][C:7]=1[O:12][CH2:13][CH3:14].